This data is from Catalyst prediction with 721,799 reactions and 888 catalyst types from USPTO. The task is: Predict which catalyst facilitates the given reaction. (1) Reactant: C([O:3][C:4](=[O:33])[C:5]([CH3:32])([CH3:31])[CH2:6][NH:7][C:8]([C:10]1[N:11]=[C:12]([C:29]#[N:30])[C:13]2[C:18]([C:19]=1[OH:20])=[CH:17][CH:16]=[C:15]([O:21][C:22]1[CH:27]=[CH:26][C:25]([CH3:28])=[CH:24][CH:23]=1)[CH:14]=2)=[O:9])C.O.CCOC(C)=O.Cl. Product: [C:29]([C:12]1[C:13]2[C:18](=[CH:17][CH:16]=[C:15]([O:21][C:22]3[CH:23]=[CH:24][C:25]([CH3:28])=[CH:26][CH:27]=3)[CH:14]=2)[C:19]([OH:20])=[C:10]([C:8]([NH:7][CH2:6][C:5]([CH3:32])([CH3:31])[C:4]([OH:33])=[O:3])=[O:9])[N:11]=1)#[N:30]. The catalyst class is: 273. (2) Reactant: CO[C:3]([C:5]1[C:6]([OH:36])=[C:7]2[C:12](=[C:13]([C:15]3[CH:16]=[N:17][CH:18]=[C:19]([Cl:21])[CH:20]=3)[N:14]=1)[N:11]([CH2:22][C:23]1[CH:28]=[CH:27][CH:26]=[CH:25][CH:24]=1)[C:10](=[O:29])[C:9]([C:30]1[CH:35]=[CH:34][CH:33]=[CH:32][CH:31]=1)=[CH:8]2)=[O:4].[NH2:37][CH2:38][CH2:39][C:40]([OH:42])=[O:41].C[O-].[Na+]. Product: [CH2:22]([N:11]1[C:12]2[C:7](=[C:6]([OH:36])[C:5]([C:3]([NH:37][CH2:38][CH2:39][C:40]([OH:42])=[O:41])=[O:4])=[N:14][C:13]=2[C:15]2[CH:16]=[N:17][CH:18]=[C:19]([Cl:21])[CH:20]=2)[CH:8]=[C:9]([C:30]2[CH:35]=[CH:34][CH:33]=[CH:32][CH:31]=2)[C:10]1=[O:29])[C:23]1[CH:24]=[CH:25][CH:26]=[CH:27][CH:28]=1. The catalyst class is: 250.